This data is from Peptide-MHC class II binding affinity with 134,281 pairs from IEDB. The task is: Regression. Given a peptide amino acid sequence and an MHC pseudo amino acid sequence, predict their binding affinity value. This is MHC class II binding data. (1) The peptide sequence is GLDVVDAVSNALIKS. The MHC is DRB1_1201 with pseudo-sequence DRB1_1201. The binding affinity (normalized) is 0.443. (2) The peptide sequence is AAPAAVAAAGDAAKG. The MHC is HLA-DQA10101-DQB10501 with pseudo-sequence HLA-DQA10101-DQB10501. The binding affinity (normalized) is 0. (3) The peptide sequence is MMGKREKKLSEFGKA. The MHC is DRB1_0801 with pseudo-sequence DRB1_0801. The binding affinity (normalized) is 0.331. (4) The peptide sequence is SQDLELSWMLNGLQAY. The MHC is DRB1_1302 with pseudo-sequence DRB1_1302. The binding affinity (normalized) is 0.623. (5) The peptide sequence is MGKATTEEQKLIEDV. The MHC is DRB3_0101 with pseudo-sequence DRB3_0101. The binding affinity (normalized) is 0.226. (6) The peptide sequence is KGSNDHYLALLVKYA. The MHC is DRB1_1201 with pseudo-sequence DRB1_1201. The binding affinity (normalized) is 0.413.